Dataset: Forward reaction prediction with 1.9M reactions from USPTO patents (1976-2016). Task: Predict the product of the given reaction. (1) Given the reactants C[Si](C)(C)CCOC[N:7](COCC[Si](C)(C)C)[C:8]1[N:13]2[N:14]=[CH:15][C:16]([C:17]3[CH:18]=[N:19][C:20]([C:23]4[CH:28]=[CH:27][CH:26]=[CH:25][CH:24]=4)=[CH:21][CH:22]=3)=[C:12]2[N:11]=[C:10]([CH:29]2[CH2:34][CH2:33][CH:32]([CH2:35][C:36]([O:38]CC)=O)[CH2:31][CH2:30]2)[C:9]=1Br.O.[NH2:53][NH2:54], predict the reaction product. The product is: [NH2:7][C:8]1[N:13]2[N:14]=[CH:15][C:16]([C:17]3[CH:18]=[N:19][C:20]([C:23]4[CH:24]=[CH:25][CH:26]=[CH:27][CH:28]=4)=[CH:21][CH:22]=3)=[C:12]2[N:11]=[C:10]([CH:29]2[CH2:30][CH2:31][CH:32]([CH2:35][C:36]([NH:53][NH2:54])=[O:38])[CH2:33][CH2:34]2)[CH:9]=1. (2) Given the reactants C(OC(=O)[NH:7][C:8]1[C:9]([CH3:29])=[N:10][CH:11]=[C:12]([NH:14][C:15]2[N:20]=[CH:19][C:18]([C:21]3[CH:26]=[CH:25][C:24]([O:27][CH3:28])=[CH:23][CH:22]=3)=[CH:17][N:16]=2)[CH:13]=1)(C)(C)C.C(O)(C(F)(F)F)=O.C([O-])([O-])=O.[Na+].[Na+], predict the reaction product. The product is: [CH3:28][O:27][C:24]1[CH:25]=[CH:26][C:21]([C:18]2[CH:17]=[N:16][C:15]([NH:14][C:12]3[CH:13]=[C:8]([NH2:7])[C:9]([CH3:29])=[N:10][CH:11]=3)=[N:20][CH:19]=2)=[CH:22][CH:23]=1. (3) Given the reactants [Cl:1][C:2]1[CH:7]=[C:6]([F:8])[CH:5]=[CH:4][C:3]=1[C:9]1[N:13]([CH3:14])[N:12]=[C:11]([CH3:15])[C:10]=1[NH2:16].[F:17][C:18]1[CH:19]=[C:20]([CH:23]=[C:24]([F:27])[C:25]=1F)[C:21]#[N:22].C(=O)([O-])[O-].[Cs+].[Cs+], predict the reaction product. The product is: [Cl:1][C:2]1[CH:7]=[C:6]([F:8])[CH:5]=[CH:4][C:3]=1[C:9]1[N:13]([CH3:14])[N:12]=[C:11]([CH3:15])[C:10]=1[NH:16][C:25]1[C:18]([F:17])=[CH:19][C:20]([C:21]#[N:22])=[CH:23][C:24]=1[F:27]. (4) Given the reactants [F:1][C:2]([F:20])([F:19])[C:3]1[CH:8]=[CH:7][C:6]([CH:9]2[C:18]3[C:13](=[CH:14][CH:15]=[CH:16][CH:17]=3)[CH2:12][CH2:11][NH:10]2)=[CH:5][CH:4]=1.CCN(C(C)C)C(C)C.Cl[C:31]([O:33][C:34]1[CH:39]=[CH:38][CH:37]=[CH:36][CH:35]=1)=[O:32], predict the reaction product. The product is: [F:20][C:2]([F:1])([F:19])[C:3]1[CH:4]=[CH:5][C:6]([CH:9]2[C:18]3[C:13](=[CH:14][CH:15]=[CH:16][CH:17]=3)[CH2:12][CH2:11][N:10]2[C:31]([O:33][C:34]2[CH:39]=[CH:38][CH:37]=[CH:36][CH:35]=2)=[O:32])=[CH:7][CH:8]=1. (5) Given the reactants [Br:1][C:2]1[C:3]([F:21])=[CH:4][C:5]([O:11][C:12]2[CH:17]=[CH:16][C:15]([O:18][CH3:19])=[CH:14][C:13]=2[F:20])=[C:6]([CH:10]=1)[C:7]([OH:9])=O, predict the reaction product. The product is: [Br:1][C:2]1[C:3]([F:21])=[CH:4][C:5]2[O:11][C:12]3[C:17](=[CH:16][C:15]([O:18][CH3:19])=[CH:14][C:13]=3[F:20])[C:7](=[O:9])[C:6]=2[CH:10]=1.